This data is from Forward reaction prediction with 1.9M reactions from USPTO patents (1976-2016). The task is: Predict the product of the given reaction. (1) Given the reactants [N+:1]([C:4]1[CH:30]=[CH:29][C:7]([C:8]([O:10][CH2:11][CH2:12][CH2:13][CH2:14][CH2:15][CH2:16][CH2:17][CH2:18][CH2:19][CH2:20][CH2:21][CH2:22][CH2:23][CH2:24][CH2:25][CH2:26][CH2:27][CH3:28])=[O:9])=[CH:6][CH:5]=1)([O-])=O, predict the reaction product. The product is: [NH2:1][C:4]1[CH:5]=[CH:6][C:7]([C:8]([O:10][CH2:11][CH2:12][CH2:13][CH2:14][CH2:15][CH2:16][CH2:17][CH2:18][CH2:19][CH2:20][CH2:21][CH2:22][CH2:23][CH2:24][CH2:25][CH2:26][CH2:27][CH3:28])=[O:9])=[CH:29][CH:30]=1. (2) Given the reactants [CH2:1]([C:3]1[CH:12]=[CH:11][C:6]2[N:7]=[C:8]([NH2:10])[S:9][C:5]=2[CH:4]=1)[CH3:2].[C:13]1([CH3:22])[CH:18]=[CH:17][C:16]([C:19](Cl)=[O:20])=[CH:15][CH:14]=1.C[O:24][C:25]1[CH:34]=CC2N=C(N)SC=2C=1.ClC1C=C(C=CC=1)C(Cl)=[O:40], predict the reaction product. The product is: [CH2:1]([C:3]1[CH:12]=[CH:11][C:6]2[N:7]([CH2:34][C:25]([OH:24])=[O:40])[C:8](=[N:10][C:19](=[O:20])[C:16]3[CH:17]=[CH:18][C:13]([CH3:22])=[CH:14][CH:15]=3)[S:9][C:5]=2[CH:4]=1)[CH3:2]. (3) Given the reactants [CH3:1][C:2]([C:4]1[CH:9]=[C:8]([O:10][CH2:11][C:12]([F:15])([F:14])[F:13])[CH:7]=[CH:6][C:5]=1[O:16][CH2:17][C:18]([F:21])([F:20])[F:19])=[O:3].[C:22]1([CH3:30])[CH:27]=[CH:26][C:25]([CH:28]=O)=[CH:24][CH:23]=1.CO.[OH-].[Na+], predict the reaction product. The product is: [F:21][C:18]([F:19])([F:20])[CH2:17][O:16][C:5]1[CH:6]=[CH:7][C:8]([O:10][CH2:11][C:12]([F:13])([F:14])[F:15])=[CH:9][C:4]=1[C:2](=[O:3])[CH:1]=[CH:30][C:22]1[CH:27]=[CH:26][C:25]([CH3:28])=[CH:24][CH:23]=1.